From a dataset of Reaction yield outcomes from USPTO patents with 853,638 reactions. Predict the reaction yield, written as a fraction of the theoretical maximum amount of product (1.0 means a 100% yield; for example, 0.34 means a 34% yield). (1) The reactants are [CH2:1]([O:8][C:9]1[CH:10]=[CH:11][C:12]([C:18](=O)[C:19]2[CH:24]=[CH:23][CH:22]=[C:21]([Cl:25])[CH:20]=2)=[C:13]([CH:17]=1)[C:14](O)=[O:15])[C:2]1[CH:7]=[CH:6][CH:5]=[CH:4][CH:3]=1.O.[NH2:28][NH2:29]. The catalyst is CCO. The product is [CH2:1]([O:8][C:9]1[CH:17]=[C:13]2[C:12]([C:18]([C:19]3[CH:24]=[CH:23][CH:22]=[C:21]([Cl:25])[CH:20]=3)=[N:28][NH:29][C:14]2=[O:15])=[CH:11][CH:10]=1)[C:2]1[CH:7]=[CH:6][CH:5]=[CH:4][CH:3]=1. The yield is 0.200. (2) The reactants are [C:1]1([CH3:11])[CH:6]=[CH:5][C:4](S(O)(=O)=O)=[CH:3][CH:2]=1.O. The catalyst is C1(C)C=CC=CC=1. The product is [CH3:5][C:4]1[CH2:11][C:1]2[C:6]([CH:3]=1)=[CH:5][CH:4]=[CH:3][C:2]=2[C:5]1[C:6]2[C:1](=[CH:11][CH:2]=[CH:1][CH:6]=2)[CH:2]=[CH:3][CH:4]=1. The yield is 0.860. (3) The reactants are [CH2:1]([O:8][C:9]([N:11]([CH2:22][CH2:23][C:24]1[CH:29]=[CH:28][C:27]([N+:30]([O-])=O)=[CH:26][CH:25]=1)[CH2:12][C:13]1[CH:18]=[CH:17][C:16]([N+:19]([O-])=O)=[CH:15][CH:14]=1)=[O:10])[C:2]1[CH:7]=[CH:6][CH:5]=[CH:4][CH:3]=1.[H][H]. The catalyst is O1CCCC1.[Pt].[C]. The product is [CH2:1]([O:8][C:9]([N:11]([CH2:22][CH2:23][C:24]1[CH:29]=[CH:28][C:27]([NH2:30])=[CH:26][CH:25]=1)[CH2:12][C:13]1[CH:18]=[CH:17][C:16]([NH2:19])=[CH:15][CH:14]=1)=[O:10])[C:2]1[CH:3]=[CH:4][CH:5]=[CH:6][CH:7]=1. The yield is 0.920. (4) The reactants are Br[C:2]1[C:3]2[C:8]([C:9]3[CH:10]=[CH:11][CH:12]=[CH:13][C:14]=3[CH:15]=1)=[CH:7][CH:6]=[CH:5][CH:4]=2.[NH2:16][C:17]1[CH:22]=[CH:21][CH:20]=[CH:19][CH:18]=1.C(P(C(C)(C)C)C(C)(C)C)(C)(C)C.CC(C)([O-])C.[Na+]. The catalyst is C1(C)C=CC=CC=1.C1C=CC(/C=C/C(/C=C/C2C=CC=CC=2)=O)=CC=1.C1C=CC(/C=C/C(/C=C/C2C=CC=CC=2)=O)=CC=1.C1C=CC(/C=C/C(/C=C/C2C=CC=CC=2)=O)=CC=1.[Pd].[Pd]. The product is [C:17]1([NH:16][C:2]2[C:3]3[C:8]([C:9]4[CH:10]=[CH:11][CH:12]=[CH:13][C:14]=4[CH:15]=2)=[CH:7][CH:6]=[CH:5][CH:4]=3)[CH:22]=[CH:21][CH:20]=[CH:19][CH:18]=1. The yield is 0.630. (5) The reactants are CN(C)[CH:3]=[O:4].P(Cl)(Cl)(Cl)=O.[NH:11]1[CH:15]=[CH:14][CH:13]=[C:12]1[C:16]([O:18][CH2:19][CH3:20])=[O:17].[OH-].[Na+]. The catalyst is ClC(Cl)C. The product is [CH2:19]([O:18][C:16]([C:12]1[NH:11][C:15]([CH:3]=[O:4])=[CH:14][CH:13]=1)=[O:17])[CH3:20].[CH2:19]([O:18][C:16]([C:12]1[NH:11][CH:15]=[C:14]([CH:3]=[O:4])[CH:13]=1)=[O:17])[CH3:20]. The yield is 0.500. (6) The reactants are [O:1]1[C:5]2([CH2:10][CH2:9][N:8]([C:11]3[CH:16]=[CH:15][C:14]([N:17]4[CH2:21][C@H:20]([CH2:22][NH2:23])[O:19][C:18]4=[O:24])=[CH:13][C:12]=3[F:25])[CH2:7][CH2:6]2)[O:4][CH2:3][CH2:2]1.[Cl:26][CH:27]([Cl:31])[C:28](O)=[O:29].C1(N=C=NC2CCCCC2)CCCCC1. The catalyst is ClCCl. The product is [O:1]1[C:5]2([CH2:6][CH2:7][N:8]([C:11]3[CH:16]=[CH:15][C:14]([N:17]4[CH2:21][C@H:20]([CH2:22][NH:23][C:28](=[O:29])[CH:27]([Cl:31])[Cl:26])[O:19][C:18]4=[O:24])=[CH:13][C:12]=3[F:25])[CH2:9][CH2:10]2)[O:4][CH2:3][CH2:2]1. The yield is 0.520. (7) The reactants are C1([C:7]2[NH:11][C:10]3[C:12]([C:16]([O:18]C)=[O:17])=[CH:13][CH:14]=[CH:15][C:9]=3[N:8]=2)C=CC=CC=1.[OH-].[Na+].Cl. The catalyst is C1COCC1. The product is [C:9]1([N:11]2[C:10]3[C:12]([C:16]([OH:18])=[O:17])=[CH:13][CH:14]=[CH:15][C:9]=3[N:8]=[CH:7]2)[CH:15]=[CH:14][CH:13]=[CH:12][CH:10]=1. The yield is 0.860.